Dataset: NCI-60 drug combinations with 297,098 pairs across 59 cell lines. Task: Regression. Given two drug SMILES strings and cell line genomic features, predict the synergy score measuring deviation from expected non-interaction effect. (1) Drug 1: C(=O)(N)NO. Drug 2: CCC1(C2=C(COC1=O)C(=O)N3CC4=CC5=C(C=CC(=C5CN(C)C)O)N=C4C3=C2)O.Cl. Cell line: HT29. Synergy scores: CSS=29.1, Synergy_ZIP=2.87, Synergy_Bliss=5.93, Synergy_Loewe=-31.0, Synergy_HSA=3.83. (2) Drug 1: C1=CC=C(C=C1)NC(=O)CCCCCCC(=O)NO. Drug 2: C1=NNC2=C1C(=O)NC=N2. Cell line: MCF7. Synergy scores: CSS=20.6, Synergy_ZIP=-9.23, Synergy_Bliss=-4.74, Synergy_Loewe=-21.2, Synergy_HSA=-1.69.